Predict the reaction yield, written as a fraction of the theoretical maximum amount of product (1.0 means a 100% yield; for example, 0.34 means a 34% yield). From a dataset of Reaction yield outcomes from USPTO patents with 853,638 reactions. (1) The reactants are [C:1]1([N:7]2[C:12](=[O:13])[C:11]3[S:14][CH:15]=[C:16]([C:17]4[CH:22]=[CH:21][CH:20]=[CH:19][CH:18]=4)[C:10]=3[N:9]=[CH:8]2)[CH:6]=[CH:5][CH:4]=[CH:3][CH:2]=1.NC1C(C2C=CC=CC=2)=CSC=1C(OC)=O.C(OCC)(OCC)OCC.[Cl:49]C1C=CC(N)=CC=1. The catalyst is C(O)(=O)C. The product is [Cl:49][C:4]1[CH:5]=[CH:6][C:1]([N:7]2[C:12](=[O:13])[C:11]3[S:14][CH:15]=[C:16]([C:17]4[CH:18]=[CH:19][CH:20]=[CH:21][CH:22]=4)[C:10]=3[N:9]=[CH:8]2)=[CH:2][CH:3]=1. The yield is 0.360. (2) The yield is 0.500. The catalyst is CN(C)C=O.C(OCC)(=O)C. The reactants are [F:1][C:2]1[CH:9]=[C:8]([F:10])[CH:7]=[CH:6][C:3]=1[CH2:4]Br.[CH:11]([C:13]1[CH:21]=[C:17]([C:18]([OH:20])=[O:19])[C:16]([OH:22])=[CH:15][CH:14]=1)=[O:12].C(=O)([O-])[O-].[Cs+].[Cs+]. The product is [F:1][C:2]1[CH:9]=[C:8]([F:10])[CH:7]=[CH:6][C:3]=1[CH2:4][O:22][C:16]1[CH:15]=[CH:14][C:13]([CH:11]=[O:12])=[CH:21][C:17]=1[C:18]([O:20][CH2:4][C:3]1[CH:6]=[CH:7][C:8]([F:10])=[CH:9][C:2]=1[F:1])=[O:19].